Task: Predict the reaction yield, written as a fraction of the theoretical maximum amount of product (1.0 means a 100% yield; for example, 0.34 means a 34% yield).. Dataset: Buchwald-Hartwig C-N cross coupling reaction yields with 55,370 reactions (1) The reactants are CCc1ccc(Br)cc1.Cc1ccc(N)cc1.O=S(=O)(O[Pd]1c2ccccc2-c2ccccc2N~1)C(F)(F)F.COc1ccc(OC)c(P(C(C)(C)C)C(C)(C)C)c1-c1c(C(C)C)cc(C(C)C)cc1C(C)C.CCN=P(N=P(N(C)C)(N(C)C)N(C)C)(N(C)C)N(C)C.CCOC(=O)c1ccon1. No catalyst specified. The product is CCc1ccc(Nc2ccc(C)cc2)cc1. The yield is 0.0964. (2) The reactants are COc1ccc(Cl)cc1.Cc1ccc(N)cc1.O=S(=O)(O[Pd]1c2ccccc2-c2ccccc2N~1)C(F)(F)F.COc1ccc(OC)c(P([C@]23C[C@H]4C[C@H](C[C@H](C4)C2)C3)[C@]23C[C@H]4C[C@H](C[C@H](C4)C2)C3)c1-c1c(C(C)C)cc(C(C)C)cc1C(C)C.CN(C)C(=NC(C)(C)C)N(C)C.c1ccc2oncc2c1. No catalyst specified. The product is COc1ccc(Nc2ccc(C)cc2)cc1. The yield is 0. (3) The reactants are Brc1cccnc1.Cc1ccc(N)cc1.O=S(=O)(O[Pd]1c2ccccc2-c2ccccc2N~1)C(F)(F)F.CC(C)c1cc(C(C)C)c(-c2ccccc2P(C2CCCCC2)C2CCCCC2)c(C(C)C)c1.CN1CCCN2CCCN=C12.c1ccc(CN(Cc2ccccc2)c2ccno2)cc1. No catalyst specified. The product is Cc1ccc(Nc2cccnc2)cc1. The yield is 0.